From a dataset of Catalyst prediction with 721,799 reactions and 888 catalyst types from USPTO. Predict which catalyst facilitates the given reaction. (1) Reactant: [ClH:1].[ClH:2].[NH:3]1[C:11]2[C:6](=[CH:7][C:8]([C:12]3[C:20]4[C:19]([NH2:21])=[N:18][CH:17]=[N:16][C:15]=4[N:14]([CH3:22])[CH:13]=3)=[CH:9][CH:10]=2)[CH2:5][CH2:4]1.N1[C:31]2[C:26](=[CH:27][C:28](C3C4C(N)=NC=NC=4N(C)C=3)=[CH:29][CH:30]=2)[CH2:25][CH2:24]1.CN(C([O:50]N1N=NC2C=CC=NC1=2)=[N+](C)C)C.F[P-](F)(F)(F)(F)F.CCN(C(C)C)C(C)C. Product: [Cl:1][C:28]1[CH:27]=[C:26]([CH2:25][C:24]([N:3]2[C:11]3[C:6](=[CH:7][C:8]([C:12]4[C:20]5[C:19]([NH2:21])=[N:18][CH:17]=[N:16][C:15]=5[N:14]([CH3:22])[CH:13]=4)=[CH:9][CH:10]=3)[CH2:5][CH2:4]2)=[O:50])[CH:31]=[C:30]([Cl:2])[CH:29]=1. The catalyst class is: 6. (2) Reactant: [F:1][C:2]1[CH:7]=[C:6]([NH:8][CH2:9][C:10]2[CH:15]=[CH:14][C:13]([CH2:16][N:17]([CH2:33][CH2:34][CH:35]([CH3:37])[CH3:36])[C:18]3[S:19][CH:20]=[C:21]([C:23]4[CH:28]=[CH:27][C:26]([C:29]([F:32])([F:31])[F:30])=[CH:25][CH:24]=4)[N:22]=3)=[CH:12][CH:11]=2)[CH:5]=[CH:4][C:3]=1[CH2:38][CH2:39][C:40]([O:42]CC)=[O:41].[OH-].[Na+].Cl. Product: [F:1][C:2]1[CH:7]=[C:6]([NH:8][CH2:9][C:10]2[CH:15]=[CH:14][C:13]([CH2:16][N:17]([CH2:33][CH2:34][CH:35]([CH3:37])[CH3:36])[C:18]3[S:19][CH:20]=[C:21]([C:23]4[CH:28]=[CH:27][C:26]([C:29]([F:31])([F:30])[F:32])=[CH:25][CH:24]=4)[N:22]=3)=[CH:12][CH:11]=2)[CH:5]=[CH:4][C:3]=1[CH2:38][CH2:39][C:40]([OH:42])=[O:41]. The catalyst class is: 199. (3) Reactant: [OH:1][CH2:2][C:3]1[CH:4]=[C:5]([CH:7]=[CH:8][CH:9]=1)[NH2:6].N1C=CN=C1.[Si:15](Cl)([C:18]([CH3:21])([CH3:20])[CH3:19])([CH3:17])[CH3:16].O. Product: [Si:15]([O:1][CH2:2][C:3]1[CH:4]=[C:5]([CH:7]=[CH:8][CH:9]=1)[NH2:6])([C:18]([CH3:21])([CH3:20])[CH3:19])([CH3:17])[CH3:16]. The catalyst class is: 3. (4) Reactant: C([O:5][C:6](=[O:12])[C@H:7]([CH3:11])[C@H:8]([NH2:10])[CH3:9])(C)(C)C.C[O:14][C:15]([C:17]1[N:18]=[C:19]([C:35]#[N:36])[C:20]2[C:25]([C:26]=1[OH:27])=[CH:24][CH:23]=[C:22]([O:28][C:29]1[CH:34]=[CH:33][CH:32]=[CH:31][CH:30]=1)[CH:21]=2)=O.C(N(CC)CC)C. Product: [C:35]([C:19]1[C:20]2[C:25](=[CH:24][CH:23]=[C:22]([O:28][C:29]3[CH:34]=[CH:33][CH:32]=[CH:31][CH:30]=3)[CH:21]=2)[C:26]([OH:27])=[C:17]([C:15]([NH:10][C@H:8]([CH3:9])[C@@H:7]([CH3:11])[C:6]([OH:5])=[O:12])=[O:14])[N:18]=1)#[N:36]. The catalyst class is: 14.